From a dataset of Reaction yield outcomes from USPTO patents with 853,638 reactions. Predict the reaction yield, written as a fraction of the theoretical maximum amount of product (1.0 means a 100% yield; for example, 0.34 means a 34% yield). (1) The reactants are [NH2:1][C:2]1[CH:10]=[C:9]([O:11][CH3:12])[CH:8]=[C:7]([O:13][CH3:14])[C:3]=1[C:4]([NH2:6])=[O:5].[CH:15]([C:17]1[CH:27]=[CH:26][C:20]([O:21][CH2:22][C:23]([NH2:25])=[O:24])=[CH:19][CH:18]=1)=O.S([O-])(O)=O.[Na+].O.C1(C)C=CC(S(O)(=O)=O)=CC=1. The catalyst is CN(C)C(=O)C. The product is [CH3:14][O:13][C:7]1[CH:8]=[C:9]([O:11][CH3:12])[CH:10]=[C:2]2[C:3]=1[C:4](=[O:5])[NH:6][C:15]([C:17]1[CH:27]=[CH:26][C:20]([O:21][CH2:22][C:23]([NH2:25])=[O:24])=[CH:19][CH:18]=1)=[N:1]2. The yield is 0.272. (2) The reactants are [CH2:1]([N:8]1[CH2:13][C:12]([CH3:15])([CH3:14])[O:11][C:10]2([CH2:20][CH2:19][N:18](C(OC(C)(C)C)=O)[CH2:17][CH2:16]2)[CH2:9]1)[C:2]1[CH:7]=[CH:6][CH:5]=[CH:4][CH:3]=1.Cl. The catalyst is C(O)C. The product is [CH2:1]([N:8]1[CH2:13][C:12]([CH3:15])([CH3:14])[O:11][C:10]2([CH2:20][CH2:19][NH:18][CH2:17][CH2:16]2)[CH2:9]1)[C:2]1[CH:3]=[CH:4][CH:5]=[CH:6][CH:7]=1. The yield is 0.980. (3) The reactants are [NH2:1][C:2]1[CH:3]=[C:4]([CH:9]=[CH:10][C:11]=1[NH2:12])[C:5]([O:7][CH3:8])=[O:6].[Cl:13][C:14]1[CH:19]=[CH:18][CH:17]=[C:16]([Cl:20])[C:15]=1[N:21]=[C:22]=S.CC(C)N=C=NC(C)C. The catalyst is C(#N)C. The product is [CH3:8][O:7][C:5]([C:4]1[CH:9]=[CH:10][C:11]2[NH:12][C:22]([NH:21][C:15]3[C:14]([Cl:13])=[CH:19][CH:18]=[CH:17][C:16]=3[Cl:20])=[N:1][C:2]=2[CH:3]=1)=[O:6]. The yield is 0.560.